The task is: Binary Classification. Given a drug SMILES string, predict its activity (active/inactive) in a high-throughput screening assay against a specified biological target.. This data is from HIV replication inhibition screening data with 41,000+ compounds from the AIDS Antiviral Screen. (1) The drug is NC(=S)NNC(=O)C(=Cc1ccc(C=C(NC(=O)c2ccccc2)C(=O)NNC(N)=S)cc1)NC(=O)c1ccccc1. The result is 0 (inactive). (2) The compound is CCOP(=O)(OCC)C(N)Cc1ccc(OC)c(OC)c1.O=C(O)C(=O)O. The result is 0 (inactive).